Dataset: Reaction yield outcomes from USPTO patents with 853,638 reactions. Task: Predict the reaction yield, written as a fraction of the theoretical maximum amount of product (1.0 means a 100% yield; for example, 0.34 means a 34% yield). The reactants are [Cl:1][C:2]1[N:3]=[N:4][C:5]([NH:8][NH2:9])=[CH:6][CH:7]=1.[CH2:10]([C:12]1[CH:13]=[CH:14][C:15]([C:18](=O)[CH2:19][C:20](=O)[C:21]([O:23][CH3:24])=[O:22])=[N:16][CH:17]=1)[CH3:11].Cl.C(=O)(O)[O-].[Na+]. The catalyst is CO.C(OCC)(=O)C. The product is [Cl:1][C:2]1[N:3]=[N:4][C:5]([N:8]2[C:18]([C:15]3[CH:14]=[CH:13][C:12]([CH2:10][CH3:11])=[CH:17][N:16]=3)=[CH:19][C:20]([C:21]([O:23][CH3:24])=[O:22])=[N:9]2)=[CH:6][CH:7]=1. The yield is 0.300.